This data is from Peptide-MHC class I binding affinity with 185,985 pairs from IEDB/IMGT. The task is: Regression. Given a peptide amino acid sequence and an MHC pseudo amino acid sequence, predict their binding affinity value. This is MHC class I binding data. (1) The peptide sequence is SCSYKIGHH. The MHC is HLA-A03:01 with pseudo-sequence HLA-A03:01. The binding affinity (normalized) is 0. (2) The peptide sequence is KAACWWAGI. The MHC is HLA-A02:02 with pseudo-sequence HLA-A02:02. The binding affinity (normalized) is 0.355. (3) The peptide sequence is KIDSMFLMT. The MHC is HLA-A01:01 with pseudo-sequence HLA-A01:01. The binding affinity (normalized) is 0. (4) The peptide sequence is KIAPGIADIR. The MHC is HLA-A03:01 with pseudo-sequence HLA-A03:01. The binding affinity (normalized) is 0.315. (5) The peptide sequence is DEFLKVPEW. The MHC is HLA-B39:01 with pseudo-sequence HLA-B39:01. The binding affinity (normalized) is 0.0847. (6) The peptide sequence is FQPQNGQFW. The MHC is H-2-Db with pseudo-sequence H-2-Db. The binding affinity (normalized) is 0.0552.